From a dataset of hERG potassium channel inhibition data for cardiac toxicity prediction from Karim et al.. Regression/Classification. Given a drug SMILES string, predict its toxicity properties. Task type varies by dataset: regression for continuous values (e.g., LD50, hERG inhibition percentage) or binary classification for toxic/non-toxic outcomes (e.g., AMES mutagenicity, cardiotoxicity, hepatotoxicity). Dataset: herg_karim. (1) The drug is Cc1cnc([C@]2(O)CC[C@H](N3CC(NC(=O)CNC(=O)c4cccc(C(F)(F)F)c4)C3)CC2)s1. The result is 0 (non-blocker). (2) The compound is Cn1c(SCCCN2CC3CCN(c4ccc(F)cc4F)C3C2)nnc1-c1cnccn1. The result is 1 (blocker).